Dataset: Cav3 T-type calcium channel HTS with 100,875 compounds. Task: Binary Classification. Given a drug SMILES string, predict its activity (active/inactive) in a high-throughput screening assay against a specified biological target. The compound is N1(C2CCCC2)CCN(CC1)C(CC(C)C)c1n(nnn1)C(C)(C)C. The result is 0 (inactive).